This data is from Full USPTO retrosynthesis dataset with 1.9M reactions from patents (1976-2016). The task is: Predict the reactants needed to synthesize the given product. Given the product [CH:28]1([C:24]2[CH:25]=[C:26]([CH3:27])[C:21]([N:18]3[CH2:19][CH2:20][N:15]([C:13]([C:5]4[CH:4]=[CH:3][C:2]([N:33]5[C@H:32]([CH3:31])[CH2:36][O:35][C:34]5=[O:37])=[CH:7][C:6]=4[NH:8][S:9]([CH3:12])(=[O:11])=[O:10])=[O:14])[CH2:16][CH2:17]3)=[N:22][CH:23]=2)[CH2:30][CH2:29]1, predict the reactants needed to synthesize it. The reactants are: Br[C:2]1[CH:3]=[CH:4][C:5]([C:13]([N:15]2[CH2:20][CH2:19][N:18]([C:21]3[C:26]([CH3:27])=[CH:25][C:24]([CH:28]4[CH2:30][CH2:29]4)=[CH:23][N:22]=3)[CH2:17][CH2:16]2)=[O:14])=[C:6]([NH:8][S:9]([CH3:12])(=[O:11])=[O:10])[CH:7]=1.[CH3:31][C@@H:32]1[CH2:36][O:35][C:34](=[O:37])[NH:33]1.